Task: Predict the product of the given reaction.. Dataset: Forward reaction prediction with 1.9M reactions from USPTO patents (1976-2016) (1) Given the reactants Cl[C:2]1C=C(C=C[CH:11]=1)C(OO)=O.C(S[C:15]1[S:16][C:17]([C:37]([F:40])([F:39])[F:38])=[CH:18][C:19]=1[C:20]1[N:35]([CH3:36])[C:23]2=[N:24][CH:25]=[C:26]([C:28]([F:34])([F:33])[C:29]([F:32])([F:31])[F:30])[CH:27]=[C:22]2[N:21]=1)C.[S:41]([O-:45])([O-])(=[O:43])=S.[Na+].[Na+], predict the reaction product. The product is: [CH2:2]([S:41]([C:15]1[S:16][C:17]([C:37]([F:39])([F:40])[F:38])=[CH:18][C:19]=1[C:20]1[N:35]([CH3:36])[C:23]2=[N:24][CH:25]=[C:26]([C:28]([F:33])([F:34])[C:29]([F:32])([F:31])[F:30])[CH:27]=[C:22]2[N:21]=1)(=[O:45])=[O:43])[CH3:11]. (2) Given the reactants [CH3:1][CH:2]([CH2:15][CH2:16][CH2:17][CH:18]([CH3:25])[CH2:19][CH2:20][CH2:21][CH:22]([CH3:24])[CH3:23])[CH2:3][CH2:4][CH2:5][CH2:6][O:7][CH2:8][C@@H:9]([C@@H:11]([CH2:13][OH:14])[OH:12])[OH:10], predict the reaction product. The product is: [CH3:1][CH:2]([CH2:15][CH2:16][CH2:17][CH:18]([CH3:25])[CH2:19][CH2:20][CH2:21][CH:22]([CH3:24])[CH3:23])[CH2:3][CH2:4][CH2:5][CH2:6][O:7][CH2:8][C@@H:9]([C@@H:11]([CH2:13][OH:14])[OH:12])[OH:10].[OH2:7]. (3) Given the reactants C(OC(=O)[NH:7][C:8]1[CH:13]=[C:12]([N:14]([CH3:16])[CH3:15])[C:11]([C:17]([F:20])([F:19])[F:18])=[CH:10][C:9]=1[NH:21][C:22](=[O:39])[CH2:23][C:24]([C:26]1[CH:31]=[CH:30][CH:29]=[C:28]([C:32]2[CH:33]=[N:34][C:35]([CH3:38])=[CH:36][CH:37]=2)[CH:27]=1)=O)(C)(C)C.C(O)(C(F)(F)F)=O, predict the reaction product. The product is: [CH3:16][N:14]([CH3:15])[C:12]1[C:11]([C:17]([F:18])([F:20])[F:19])=[CH:10][C:9]2[NH:21][C:22](=[O:39])[CH2:23][C:24]([C:26]3[CH:31]=[CH:30][CH:29]=[C:28]([C:32]4[CH:33]=[N:34][C:35]([CH3:38])=[CH:36][CH:37]=4)[CH:27]=3)=[N:7][C:8]=2[CH:13]=1. (4) The product is: [CH2:1]([O:8][C:9]1[C:16]([CH3:17])=[CH:15][C:12]([C:13]([OH:25])=[O:14])=[CH:11][C:10]=1[CH2:18][CH3:19])[C:2]1[CH:7]=[CH:6][CH:5]=[CH:4][CH:3]=1. Given the reactants [CH2:1]([O:8][C:9]1[C:16]([CH3:17])=[CH:15][C:12]([CH:13]=[O:14])=[CH:11][C:10]=1[CH2:18][CH3:19])[C:2]1[CH:7]=[CH:6][CH:5]=[CH:4][CH:3]=1.CC(=CC)C.[O-:25]Cl=O.[Na+], predict the reaction product. (5) Given the reactants B(F)(F)F.CCOCC.[C:10]([CH2:12][C:13]1([N:33]2[CH:37]=[C:36]([C:38]3[C:39]4[CH:46]=[CH:45][N:44](COCC[Si](C)(C)C)[C:40]=4[N:41]=[CH:42][N:43]=3)[CH:35]=[N:34]2)[CH2:16][N:15]([C:17]2[N:18]=[CH:19][C:20]([C:23]([NH:25][C:26]3([C:29]([F:32])([F:31])[F:30])[CH2:28][CH2:27]3)=[O:24])=[N:21][CH:22]=2)[CH2:14]1)#[N:11].[OH-].[NH4+].C([O-])(O)=O.[Na+], predict the reaction product. The product is: [C:10]([CH2:12][C:13]1([N:33]2[CH:37]=[C:36]([C:38]3[C:39]4[CH:46]=[CH:45][NH:44][C:40]=4[N:41]=[CH:42][N:43]=3)[CH:35]=[N:34]2)[CH2:16][N:15]([C:17]2[N:18]=[CH:19][C:20]([C:23]([NH:25][C:26]3([C:29]([F:31])([F:30])[F:32])[CH2:27][CH2:28]3)=[O:24])=[N:21][CH:22]=2)[CH2:14]1)#[N:11]. (6) Given the reactants C([NH:4][C:5]1[CH:10]=[C:9]([C:11]2[N:15]([CH3:16])[C:14]([S:17][CH2:18][CH2:19][C:20]([O:22]CC)=[O:21])=[N:13][C:12]=2[C:25]2[CH:30]=[CH:29][C:28]([F:31])=[CH:27][CH:26]=2)[CH:8]=[CH:7][N:6]=1)(=O)C.[OH-].[Na+], predict the reaction product. The product is: [NH2:4][C:5]1[CH:10]=[C:9]([C:11]2[N:15]([CH3:16])[C:14]([S:17][CH2:18][CH2:19][C:20]([OH:22])=[O:21])=[N:13][C:12]=2[C:25]2[CH:26]=[CH:27][C:28]([F:31])=[CH:29][CH:30]=2)[CH:8]=[CH:7][N:6]=1. (7) The product is: [CH3:12][O:11][C:3]1[C:4]([CH3:10])=[CH:5][C:6]([O:8][CH3:9])=[CH:7][C:2]=1[C:64]#[C:63][Si:65]([CH3:68])([CH3:67])[CH3:66].[C:15]([C:2]1[CH:7]=[C:6]([O:8][CH3:9])[CH:5]=[C:4]([CH3:10])[C:3]=1[O:11][CH3:12])#[CH:16]. Given the reactants Br[C:2]1[CH:7]=[C:6]([O:8][CH3:9])[CH:5]=[C:4]([CH3:10])[C:3]=1[O:11][CH3:12].CO[C:15]1C=CC(O)=C(C)[CH:16]=1.C1(P(C2CCCCC2)C2C=CC=CC=2C2C(C(C)C)=CC(C(C)C)=CC=2C(C)C)CCCCC1.C(=O)([O-])[O-].[Cs+].[Cs+].[C:63]([Si:65]([CH3:68])([CH3:67])[CH3:66])#[CH:64], predict the reaction product.